This data is from HIV replication inhibition screening data with 41,000+ compounds from the AIDS Antiviral Screen. The task is: Binary Classification. Given a drug SMILES string, predict its activity (active/inactive) in a high-throughput screening assay against a specified biological target. (1) The result is 1 (active). The molecule is COc1ccc(C=C(Cl)c2ccc(OC)c(OC)c2)cc1OC. (2) The compound is N#CC(=Cc1cc(O)c(O)c(O)c1)C(=O)NCCCNC(=O)C(C#N)=Cc1cc(O)c(O)c(O)c1. The result is 0 (inactive). (3) The compound is CC1C(c2ccccc2O)c2cc3c(cc2OC1N1CCOCC1)OCO3. The result is 0 (inactive). (4) The result is 0 (inactive). The molecule is CC12CC1C(c1cccc([N+](=O)[O-])c1)(c1cccc([N+](=O)[O-])c1)N=N2.